Dataset: Forward reaction prediction with 1.9M reactions from USPTO patents (1976-2016). Task: Predict the product of the given reaction. (1) Given the reactants C(OC([N:8]1[CH2:14][CH2:13][CH2:12][CH:11]([N:15]([C:31](=[O:33])[CH3:32])[CH2:16][C:17]2[CH:22]=[C:21]([C:23]([F:26])([F:25])[F:24])[CH:20]=[C:19]([C:27]([F:30])([F:29])[F:28])[CH:18]=2)[C:10]2[CH:34]=[CH:35][C:36]([Cl:38])=[CH:37][C:9]1=2)=O)(C)(C)C.FC(F)(F)C(O)=O.C(=O)(O)[O-].[Na+], predict the reaction product. The product is: [F:30][C:27]([F:28])([F:29])[C:19]1[CH:18]=[C:17]([CH:22]=[C:21]([C:23]([F:24])([F:25])[F:26])[CH:20]=1)[CH2:16][N:15]([CH:11]1[CH2:12][CH2:13][CH2:14][NH:8][C:9]2[CH:37]=[C:36]([Cl:38])[CH:35]=[CH:34][C:10]1=2)[C:31](=[O:33])[CH3:32]. (2) Given the reactants Cl.C[O:3][C:4]([C:8]1[S:9][C:10]([C:13]2([OH:22])[CH2:18][CH2:17][CH2:16][N:15]3[CH:19]=[N:20][CH:21]=[C:14]23)=[CH:11][N:12]=1)(OC)[CH3:5].C(=O)([O-])[O-].[Na+].[Na+], predict the reaction product. The product is: [OH:22][C:13]1([C:10]2[S:9][C:8]([C:4](=[O:3])[CH3:5])=[N:12][CH:11]=2)[CH2:18][CH2:17][CH2:16][N:15]2[CH:19]=[N:20][CH:21]=[C:14]12.